Task: Regression. Given two drug SMILES strings and cell line genomic features, predict the synergy score measuring deviation from expected non-interaction effect.. Dataset: NCI-60 drug combinations with 297,098 pairs across 59 cell lines Drug 1: CC(C1=C(C=CC(=C1Cl)F)Cl)OC2=C(N=CC(=C2)C3=CN(N=C3)C4CCNCC4)N. Drug 2: CS(=O)(=O)C1=CC(=C(C=C1)C(=O)NC2=CC(=C(C=C2)Cl)C3=CC=CC=N3)Cl. Cell line: OVCAR-5. Synergy scores: CSS=19.4, Synergy_ZIP=-4.00, Synergy_Bliss=3.39, Synergy_Loewe=0.732, Synergy_HSA=2.70.